This data is from TCR-epitope binding with 47,182 pairs between 192 epitopes and 23,139 TCRs. The task is: Binary Classification. Given a T-cell receptor sequence (or CDR3 region) and an epitope sequence, predict whether binding occurs between them. (1) The TCR CDR3 sequence is CSVDSGLAGNTYEQYF. The epitope is YLDAYNMMI. Result: 1 (the TCR binds to the epitope). (2) The epitope is GLNKIVRMY. The TCR CDR3 sequence is CASSQEERGGLGDTQYF. Result: 0 (the TCR does not bind to the epitope). (3) The epitope is PROT_97E67BCC. The TCR CDR3 sequence is CASCPMASRSYEQYF. Result: 1 (the TCR binds to the epitope). (4) The epitope is YVFCTVNAL. The TCR CDR3 sequence is CASSTGGGETYEQYF. Result: 0 (the TCR does not bind to the epitope). (5) The epitope is KAFSPEVIPMF. Result: 0 (the TCR does not bind to the epitope). The TCR CDR3 sequence is CASSSELAGTGLTEAFF. (6) The epitope is SQASSRSSSR. The TCR CDR3 sequence is CSVGGSFYGYTF. Result: 0 (the TCR does not bind to the epitope). (7) The epitope is VTIAEILLI. The TCR CDR3 sequence is CASSLASSGGAFGTDTQYF. Result: 0 (the TCR does not bind to the epitope).